From a dataset of Full USPTO retrosynthesis dataset with 1.9M reactions from patents (1976-2016). Predict the reactants needed to synthesize the given product. Given the product [F:8][C:5]1[CH:6]=[CH:7][C:2]([CH:23]=[O:24])=[CH:3][C:4]=1[CH:9]=[CH:10][O:11][CH3:12], predict the reactants needed to synthesize it. The reactants are: Br[C:2]1[CH:7]=[CH:6][C:5]([F:8])=[C:4]([CH:9]=[CH:10][O:11][CH3:12])[CH:3]=1.C([Mg]Cl)(C)C.C([Li])CCC.[CH:23](N1CCOCC1)=[O:24].[Cl-].[NH4+].